Dataset: Reaction yield outcomes from USPTO patents with 853,638 reactions. Task: Predict the reaction yield, written as a fraction of the theoretical maximum amount of product (1.0 means a 100% yield; for example, 0.34 means a 34% yield). (1) The product is [F:49][C:48]([F:51])([F:50])[S:45]([O:15][C:12]1[CH:13]=[CH:14][C:9]([C:6]2[N:7]=[N:8][C:3]([N:2]([CH3:1])[CH:21]3[CH2:26][C:25]([CH3:28])([CH3:27])[NH:24][C:23]([CH3:30])([CH3:29])[CH2:22]3)=[CH:4][CH:5]=2)=[C:10]([O:16][C:17]([F:20])([F:18])[F:19])[CH:11]=1)(=[O:47])=[O:46]. The catalyst is C(Cl)Cl. The yield is 0.760. The reactants are [CH3:1][N:2]([CH:21]1[CH2:26][C:25]([CH3:28])([CH3:27])[NH:24][C:23]([CH3:30])([CH3:29])[CH2:22]1)[C:3]1[N:8]=[N:7][C:6]([C:9]2[CH:14]=[CH:13][C:12]([OH:15])=[CH:11][C:10]=2[O:16][C:17]([F:20])([F:19])[F:18])=[CH:5][CH:4]=1.CCN(CC)CC.C1C=CC(N([S:45]([C:48]([F:51])([F:50])[F:49])(=[O:47])=[O:46])[S:45]([C:48]([F:51])([F:50])[F:49])(=[O:47])=[O:46])=CC=1. (2) The reactants are [F:1][C:2]1[CH:26]=[C:25]([N+:27]([O-])=O)[CH:24]=[CH:23][C:3]=1[O:4][C:5]1[CH:10]=[CH:9][N:8]=[C:7]([NH:11][C:12](=[O:22])[N:13]([CH3:21])[CH:14]2[CH2:19][CH2:18][N:17]([CH3:20])[CH2:16][CH2:15]2)[CH:6]=1. The catalyst is O1CCCC1.CO.[Pd]. The product is [NH2:27][C:25]1[CH:24]=[CH:23][C:3]([O:4][C:5]2[CH:10]=[CH:9][N:8]=[C:7]([NH:11][C:12](=[O:22])[N:13]([CH3:21])[CH:14]3[CH2:15][CH2:16][N:17]([CH3:20])[CH2:18][CH2:19]3)[CH:6]=2)=[C:2]([F:1])[CH:26]=1. The yield is 0.780. (3) The reactants are [CH3:1][C@H:2]1[C@@H:7]2[CH2:8][CH2:9][C:10]3[CH:11]=[N:12][C:13]([C:16]4[CH:17]=[N:18][CH:19]=[N:20][CH:21]=4)=[N:14][C:15]=3[C@@:6]2([C:22]2[CH:27]=[CH:26][CH:25]=[CH:24][CH:23]=2)[CH2:5][CH:4]([C:28]#[N:29])[C:3]1=[O:30].BrN1C(C)(C)C(=O)N(Br)C1=O.N1C=CC=CC=1. The catalyst is CN(C)C=O.O. The product is [CH3:1][C@H:2]1[C@@H:7]2[CH2:8][CH2:9][C:10]3[CH:11]=[N:12][C:13]([C:16]4[CH:17]=[N:18][CH:19]=[N:20][CH:21]=4)=[N:14][C:15]=3[C@@:6]2([C:22]2[CH:27]=[CH:26][CH:25]=[CH:24][CH:23]=2)[CH:5]=[C:4]([C:28]#[N:29])[C:3]1=[O:30]. The yield is 0.370. (4) The reactants are C1(P(C2CCCCC2)C2C=CC=CC=2C2C(C(C)C)=CC(C(C)C)=CC=2C(C)C)CCCCC1.CC(C)([O-])C.[Na+].Cl[C:42]1[N:47]=[CH:46][N:45]=[C:44]([O:48][CH:49]2[CH2:54][CH2:53][N:52]([C:55]([O:57][CH:58]([CH3:60])[CH3:59])=[O:56])[CH2:51][CH2:50]2)[C:43]=1[O:61][CH3:62].[CH3:63][S:64][C:65]1[CH:66]=[C:67]2[C:71](=[CH:72][CH:73]=1)[NH:70][CH2:69][CH2:68]2. The catalyst is C1C=CC(/C=C/C(/C=C/C2C=CC=CC=2)=O)=CC=1.C1C=CC(/C=C/C(/C=C/C2C=CC=CC=2)=O)=CC=1.C1C=CC(/C=C/C(/C=C/C2C=CC=CC=2)=O)=CC=1.[Pd].[Pd]. The product is [CH3:62][O:61][C:43]1[C:44]([O:48][CH:49]2[CH2:54][CH2:53][N:52]([C:55]([O:57][CH:58]([CH3:60])[CH3:59])=[O:56])[CH2:51][CH2:50]2)=[N:45][CH:46]=[N:47][C:42]=1[N:70]1[C:71]2[C:67](=[CH:66][C:65]([S:64][CH3:63])=[CH:73][CH:72]=2)[CH2:68][CH2:69]1. The yield is 0.750. (5) The reactants are [C:1]([NH:18][CH2:19][C:20]([OH:22])=[O:21])([O:3][CH2:4][CH:5]1[C:17]2[C:12](=[CH:13][CH:14]=[CH:15][CH:16]=2)[C:11]2[C:6]1=[CH:7][CH:8]=[CH:9][CH:10]=2)=[O:2].[CH:23]1([N:29]=C=[N:29][CH:23]2CC[CH2:26][CH2:25][CH2:24]2)CC[CH2:26][CH2:25][CH2:24]1.O.[OH:39]N1C2C=CC=CC=2N=N1.NCCCCO. The catalyst is CN(C)C=O. The product is [C:1]([NH:18][CH2:19][C:20]([OH:22])=[O:21])([O:3][CH2:4][CH:5]1[C:6]2[C:11](=[CH:10][CH:9]=[CH:8][CH:7]=2)[C:12]2[C:17]1=[CH:16][CH:15]=[CH:14][CH:13]=2)=[O:2].[C:23]([NH2:29])(=[O:39])[CH2:24][CH2:25][CH3:26]. The yield is 0.870. (6) The reactants are [NH2:1][C:2]1[N:3]=[C:4]([CH3:21])[C:5]2[C:11](=S)[NH:10][C@@H:9]([C:13]3[CH:18]=[CH:17][C:16]([F:19])=[CH:15][C:14]=3[Br:20])[CH2:8][C:6]=2[N:7]=1.[NH2:22][O:23][C@H:24]1[CH2:28][N:27]([C:29]([O:31][C:32]([CH3:35])([CH3:34])[CH3:33])=[O:30])[C@H:26]([C:36]([O:38][CH3:39])=[O:37])[CH2:25]1. The catalyst is [Hg](OC(C)=O)OC(C)=O.C1(C)C=CC=CC=1. The product is [NH2:1][C:2]1[N:3]=[C:4]([CH3:21])[C:5]2=[C:6]([CH2:8][C@H:9]([C:13]3[CH:18]=[CH:17][C:16]([F:19])=[CH:15][C:14]=3[Br:20])[NH:10]/[C:11]/2=[N:22]\[O:23][C@H:24]2[CH2:28][N:27]([C:29]([O:31][C:32]([CH3:33])([CH3:34])[CH3:35])=[O:30])[C@H:26]([C:36]([O:38][CH3:39])=[O:37])[CH2:25]2)[N:7]=1. The yield is 5.70.